This data is from Catalyst prediction with 721,799 reactions and 888 catalyst types from USPTO. The task is: Predict which catalyst facilitates the given reaction. (1) Reactant: [CH2:1]([O:3][CH:4]([CH2:8][C:9]1[CH:14]=[CH:13][C:12]([O:15][CH2:16][CH2:17][N:18]2[C:23](=[O:24])[CH:22]=[C:21]([C:25]3[CH:30]=[CH:29][CH:28]=[CH:27][CH:26]=3)[N:20]=[C:19]2[CH2:31][CH3:32])=[CH:11][CH:10]=1)[C:5]([OH:7])=[O:6])[CH3:2].[NH2:33][C@H:34]([C:42]([OH:44])=[O:43])[CH2:35][CH2:36][CH2:37][NH:38][C:39](=[NH:41])[NH2:40]. Product: [NH2:33][C@H:34]([C:42]([OH:44])=[O:43])[CH2:35][CH2:36][CH2:37][NH:38][C:39](=[NH:40])[NH2:41].[CH2:1]([O:3][CH:4]([CH2:8][C:9]1[CH:10]=[CH:11][C:12]([O:15][CH2:16][CH2:17][N:18]2[C:23](=[O:24])[CH:22]=[C:21]([C:25]3[CH:30]=[CH:29][CH:28]=[CH:27][CH:26]=3)[N:20]=[C:19]2[CH2:31][CH3:32])=[CH:13][CH:14]=1)[C:5]([OH:7])=[O:6])[CH3:2]. The catalyst class is: 32. (2) Reactant: [CH3:1][O:2][C:3]1[CH:10]=[CH:9][C:8]([O:11][C:12]([F:15])([F:14])[F:13])=[CH:7][C:4]=1[CH:5]=[O:6].[BH4-].[Na+].[Cl-].[NH4+].C(OCC)(=O)C. Product: [CH3:1][O:2][C:3]1[CH:10]=[CH:9][C:8]([O:11][C:12]([F:13])([F:14])[F:15])=[CH:7][C:4]=1[CH2:5][OH:6]. The catalyst class is: 36. (3) Product: [C:12]([C:16]1[CH:31]=[CH:30][CH:29]=[CH:28][C:17]=1[O:18][C:19]1[C:24]([NH:25][C:26]([NH:9][C:8]2[CH:7]=[CH:6][C:5]([C:1]([CH3:4])([CH3:2])[CH3:3])=[CH:11][CH:10]=2)=[S:27])=[CH:23][CH:22]=[CH:21][N:20]=1)([CH3:15])([CH3:13])[CH3:14]. Reactant: [C:1]([C:5]1[CH:11]=[CH:10][C:8]([NH2:9])=[CH:7][CH:6]=1)([CH3:4])([CH3:3])[CH3:2].[C:12]([C:16]1[CH:31]=[CH:30][CH:29]=[CH:28][C:17]=1[O:18][C:19]1[C:24]([N:25]=[C:26]=[S:27])=[CH:23][CH:22]=[CH:21][N:20]=1)([CH3:15])([CH3:14])[CH3:13]. The catalyst class is: 26.